From a dataset of Reaction yield outcomes from USPTO patents with 853,638 reactions. Predict the reaction yield, written as a fraction of the theoretical maximum amount of product (1.0 means a 100% yield; for example, 0.34 means a 34% yield). (1) The reactants are [OH:1][CH2:2][CH2:3][NH:4][C:5](=[O:14])[O:6][CH2:7][C:8]1[CH:13]=[CH:12][CH:11]=[CH:10][CH:9]=1.C1(P(C2C=CC=CC=2)C2C=CC=CC=2)C=CC=CC=1.O[N:35]1[C:39](=[O:40])[C:38]2=[CH:41][CH:42]=[CH:43][CH:44]=[C:37]2[C:36]1=[O:45].C1(C)C=CC=CC=1.N(C(OCC)=O)=NC(OCC)=O. The catalyst is O1CCCC1. The product is [O:45]=[C:36]1[C:37]2[C:38](=[CH:41][CH:42]=[CH:43][CH:44]=2)[C:39](=[O:40])[N:35]1[O:1][CH2:2][CH2:3][NH:4][C:5](=[O:14])[O:6][CH2:7][C:8]1[CH:9]=[CH:10][CH:11]=[CH:12][CH:13]=1. The yield is 0.920. (2) The reactants are Cl[C:2]1[C:7]([CH:8]=O)=[CH:6][N:5]=[C:4]([S:10][CH3:11])[N:3]=1.CCN(C(C)C)C(C)C.[NH2:21][NH2:22]. The catalyst is CCO. The product is [CH3:11][S:10][C:4]1[N:3]=[C:2]2[NH:21][N:22]=[CH:8][C:7]2=[CH:6][N:5]=1. The yield is 0.910. (3) The reactants are Cl[C:2]1[CH:36]=[CH:35][C:34]([O:37][CH3:38])=[CH:33][C:3]=1[O:4][CH:5]([CH:30]([CH3:32])[CH3:31])[CH2:6][CH2:7][N:8]1[CH2:13][CH2:12][CH:11]([N:14]2[C:22]3[C:17](=[CH:18][CH:19]=[CH:20][CH:21]=3)[C:16]([CH2:24][C:25]([NH:27][CH3:28])=[O:26])([CH3:23])[C:15]2=[O:29])[CH2:10][CH2:9]1. The catalyst is CO.[Pd]. The product is [CH3:38][O:37][C:34]1[CH:33]=[C:3]([CH:2]=[CH:36][CH:35]=1)[O:4][CH:5]([CH:30]([CH3:31])[CH3:32])[CH2:6][CH2:7][N:8]1[CH2:9][CH2:10][CH:11]([N:14]2[C:22]3[C:17](=[CH:18][CH:19]=[CH:20][CH:21]=3)[C:16]([CH2:24][C:25]([NH:27][CH3:28])=[O:26])([CH3:23])[C:15]2=[O:29])[CH2:12][CH2:13]1. The yield is 0.170. (4) The reactants are [C:1]([O:5][C:6](=[O:22])[NH:7][C@H:8]([C:19](=O)[NH2:20])[CH2:9][C:10]1[CH:15]=[CH:14][C:13]([N+:16]([O-:18])=[O:17])=[CH:12][CH:11]=1)([CH3:4])([CH3:3])[CH3:2].COC1C=CC(P2(SP(C3C=CC(OC)=CC=3)(=S)S2)=[S:32])=CC=1. The yield is 0.830. The product is [C:1]([O:5][C:6](=[O:22])[NH:7][C@H:8]([C:19](=[S:32])[NH2:20])[CH2:9][C:10]1[CH:15]=[CH:14][C:13]([N+:16]([O-:18])=[O:17])=[CH:12][CH:11]=1)([CH3:4])([CH3:3])[CH3:2]. The catalyst is C1COCC1. (5) The catalyst is C1(C)C=CC=CC=1. The product is [ClH:68].[NH2:24][CH2:25][C:26]1[CH:31]=[CH:30][C:29]([CH2:32][O:12][C:6]2[CH:5]=[CH:4][C:3]([C:13](=[O:17])[CH:14]([CH3:15])[CH3:16])=[C:2]([OH:1])[C:7]=2[C:8]([F:9])([F:10])[F:11])=[CH:28][CH:27]=1. The yield is 0.780. The reactants are [OH:1][C:2]1[C:7]([C:8]([F:11])([F:10])[F:9])=[C:6]([OH:12])[CH:5]=[CH:4][C:3]=1[C:13](=[O:17])[CH:14]([CH3:16])[CH3:15].C(OC(=O)[NH:24][CH2:25][C:26]1[CH:31]=[CH:30][C:29]([CH2:32]O)=[CH:28][CH:27]=1)(C)(C)C.C1(P(C2C=CC=CC=2)C2C=CC=CC=2)C=CC=CC=1.N(C(OC(C)C)=O)=NC(OC(C)C)=O.[ClH:68].O1CCOCC1. (6) The reactants are [CH3:1][O:2][C:3]1[CH:12]=[CH:11][C:10]2[C:5](=[C:6]([CH:13]3[CH2:15][O:14]3)[CH:7]=[CH:8][N:9]=2)[N:4]=1.[N:16]([N:18]1[CH2:23][CH2:22][NH:21][CH2:20][CH2:19]1)=[O:17]. The catalyst is CN(C=O)C. The product is [CH3:1][O:2][C:3]1[N:4]=[C:5]2[C:10](=[CH:11][CH:12]=1)[N:9]=[CH:8][CH:7]=[C:6]2[C@H:13]([OH:14])[CH2:15][N:21]1[CH2:22][CH2:23][N:18]([N:16]=[O:17])[CH2:19][CH2:20]1. The yield is 0.940. (7) The reactants are Cl.[C:2]1([CH3:19])[CH:7]=[CH:6][CH:5]=[C:4]([N:8]2[C:12]([CH2:13][NH2:14])=[CH:11][C:10]([C:15]([F:18])([F:17])[F:16])=[N:9]2)[CH:3]=1.[F:20][C:21]1[CH:22]=[C:23]([NH:32][C:33](=O)[O:34]C2C=CC=CC=2)[CH:24]=[CH:25][C:26]=1[N:27]1[CH2:30][CH:29]([OH:31])[CH2:28]1. The catalyst is C(#N)C. The product is [F:20][C:21]1[CH:22]=[C:23]([NH:32][C:33]([NH:14][CH2:13][C:12]2[N:8]([C:4]3[CH:3]=[C:2]([CH3:19])[CH:7]=[CH:6][CH:5]=3)[N:9]=[C:10]([C:15]([F:17])([F:16])[F:18])[CH:11]=2)=[O:34])[CH:24]=[CH:25][C:26]=1[N:27]1[CH2:30][CH:29]([OH:31])[CH2:28]1. The yield is 0.710. (8) The reactants are [F:1][C:2]1[C:3]2[N:4]([CH:12]=[CH:13][N:14]=2)[CH:5]=[CH:6][C:7]=1[C:8]([OH:11])([CH3:10])[CH3:9].Br[C:16]1[CH:17]=[C:18]([C:22]2[CH:29]=[CH:28][C:27]([F:30])=[CH:26][C:23]=2[C:24]#[N:25])[CH:19]=[N:20][CH:21]=1. No catalyst specified. The product is [F:30][C:27]1[CH:28]=[CH:29][C:22]([C:18]2[CH:19]=[N:20][CH:21]=[C:16]([C:12]3[N:4]4[CH:5]=[CH:6][C:7]([C:8]([OH:11])([CH3:10])[CH3:9])=[C:2]([F:1])[C:3]4=[N:14][CH:13]=3)[CH:17]=2)=[C:23]([CH:26]=1)[C:24]#[N:25]. The yield is 0.520. (9) The yield is 0.240. The catalyst is CN(C=O)C.C(OCC)(=O)C. The product is [OH:37][CH2:36][CH2:38][NH:39][C:1]([C:2]1[CH:11]=[CH:10][C:9]2[C:4](=[CH:5][CH:6]=[CH:7][CH:8]=2)[N:3]=1)=[O:13]. The reactants are [C:1]([OH:13])(=O)[C:2]1[CH:11]=[CH:10][C:9]2[C:4](=[CH:5][CH:6]=[CH:7][CH:8]=2)[N:3]=1.Cl.CN(C)CCCN=C=NCC.ON1C2C=CC=CC=2N=N1.[CH2:36]([CH2:38][NH2:39])[OH:37].CN1CCOCC1.